This data is from Full USPTO retrosynthesis dataset with 1.9M reactions from patents (1976-2016). The task is: Predict the reactants needed to synthesize the given product. (1) Given the product [F:1][C:2]1[CH:3]=[CH:4][C:5]([N:8]2[C:16]3[C:11](=[C:12]([O:17][CH2:18][C@@H:19]([NH2:21])[CH3:20])[CH:13]=[CH:14][CH:15]=3)[CH:10]=[N:9]2)=[CH:6][CH:7]=1, predict the reactants needed to synthesize it. The reactants are: [F:1][C:2]1[CH:7]=[CH:6][C:5]([N:8]2[C:16]3[C:11](=[C:12]([O:17][CH2:18][C@@H:19]([N:21]4C(=O)C5C(=CC=CC=5)C4=O)[CH3:20])[CH:13]=[CH:14][CH:15]=3)[CH:10]=[N:9]2)=[CH:4][CH:3]=1. (2) Given the product [CH3:35][C:10]1([CH2:9][OH:8])[S:16][CH2:15][CH2:14][N:13]2[C:17]([C:20]3([C:23]4[CH:28]=[CH:27][C:26]([C:29]5[CH:30]=[CH:31][N:32]=[CH:33][CH:34]=5)=[CH:25][CH:24]=4)[CH2:22][CH2:21]3)=[N:18][N:19]=[C:12]2[CH2:11]1, predict the reactants needed to synthesize it. The reactants are: [Si]([O:8][CH2:9][C:10]1([CH3:35])[S:16][CH2:15][CH2:14][N:13]2[C:17]([C:20]3([C:23]4[CH:28]=[CH:27][C:26]([C:29]5[CH:34]=[CH:33][N:32]=[CH:31][CH:30]=5)=[CH:25][CH:24]=4)[CH2:22][CH2:21]3)=[N:18][N:19]=[C:12]2[CH2:11]1)(C(C)(C)C)(C)C.Cl. (3) Given the product [Cl:1][C:2]1[CH:7]=[CH:6][CH:5]=[C:4]([N+:8]([O-:10])=[O:9])[C:3]=1[NH:15][CH2:12][CH2:13][CH3:14], predict the reactants needed to synthesize it. The reactants are: [Cl:1][C:2]1[CH:7]=[CH:6][CH:5]=[C:4]([N+:8]([O-:10])=[O:9])[C:3]=1Cl.[CH2:12]([NH2:15])[CH2:13][CH3:14]. (4) Given the product [NH2:1][C:2]1[N:7]=[C:6]([NH:8][C:9]2[CH:23]=[CH:22][C:12]([O:13][C:14]3[CH:19]=[CH:18][N:17]=[C:16]([C:20]#[N:21])[CH:15]=3)=[CH:11][CH:10]=2)[C:5]([Br:35])=[C:4]([C:24]2[CH:25]=[CH:26][CH:27]=[CH:28][CH:29]=2)[N:3]=1, predict the reactants needed to synthesize it. The reactants are: [NH2:1][C:2]1[N:7]=[C:6]([NH:8][C:9]2[CH:23]=[CH:22][C:12]([O:13][C:14]3[CH:19]=[CH:18][N:17]=[C:16]([C:20]#[N:21])[CH:15]=3)=[CH:11][CH:10]=2)[CH:5]=[C:4]([C:24]2[CH:29]=[CH:28][CH:27]=[CH:26][CH:25]=2)[N:3]=1.C([O-])(=O)C.[Na+].[Br:35]Br.ClCCl.